Task: Predict which catalyst facilitates the given reaction.. Dataset: Catalyst prediction with 721,799 reactions and 888 catalyst types from USPTO (1) Reactant: [C:1]([O:5][C:6]([N:8]1[C:16]2[C:11](=[CH:12][CH:13]=[CH:14][CH:15]=2)[C:10](/[CH:17]=[C:18]2\[CH2:19][N:20]([CH:25]([C:31]3[CH:36]=[CH:35][CH:34]=[CH:33][C:32]=3[F:37])[C:26]([CH:28]3[CH2:30][CH2:29]3)=[O:27])[CH2:21][CH2:22][CH:23]\2O)=[CH:9]1)=[O:7])([CH3:4])([CH3:3])[CH3:2].[C:38]([OH:41])(=[S:40])[CH3:39].C(OC(OCC(C)(C)C)N(C)C)C(C)(C)C.C(=O)([O-])O.[Na+]. Product: [C:38]([S:40][CH:23]1[CH2:22][CH2:21][N:20]([CH:25]([C:31]2[CH:36]=[CH:35][CH:34]=[CH:33][C:32]=2[F:37])[C:26]([CH:28]2[CH2:30][CH2:29]2)=[O:27])[CH2:19]/[C:18]/1=[CH:17]\[C:10]1[C:11]2[C:16](=[CH:15][CH:14]=[CH:13][CH:12]=2)[N:8]([C:6]([O:5][C:1]([CH3:4])([CH3:3])[CH3:2])=[O:7])[CH:9]=1)(=[O:41])[CH3:39]. The catalyst class is: 11. (2) Reactant: Br[C:2]1[CH:3]=[C:4]2[C:8](=[C:9]([C:11]([NH2:13])=[O:12])[CH:10]=1)[NH:7][N:6]=[C:5]2[CH:14]1[CH2:19][CH2:18][N:17]([S:20]([CH2:23][CH2:24][CH2:25][O:26][CH3:27])(=[O:22])=[O:21])[CH2:16][CH2:15]1.[OH:28][CH2:29]C1C=C(B(O)O)C=CC=1.C(=O)([O-])[O-].[Cs+].[Cs+]. The catalyst class is: 70. Product: [OH:28][CH2:29][C:2]1[CH:3]=[C:4]2[C:8](=[C:9]([C:11]([NH2:13])=[O:12])[CH:10]=1)[NH:7][N:6]=[C:5]2[CH:14]1[CH2:15][CH2:16][N:17]([S:20]([CH2:23][CH2:24][CH2:25][O:26][CH3:27])(=[O:21])=[O:22])[CH2:18][CH2:19]1. (3) Reactant: [CH3:1][O:2][C:3]1[CH:8]=[C:7]([O:9][CH3:10])[CH:6]=[CH:5][C:4]=1[CH2:11][N:12]1[C:17](=[O:18])[CH:16]2[C:14]([C:22]3[CH:27]=[CH:26][C:25]([Cl:28])=[C:24]([Cl:29])[CH:23]=3)([CH:15]2[C:19]([O-:21])=[O:20])[C:13]1=[O:30]. Product: [CH3:1][O:2][C:3]1[CH:8]=[C:7]([O:9][CH3:10])[CH:6]=[CH:5][C:4]=1[CH2:11][N:12]1[C:17](=[O:18])[CH:16]2[C:14]([C:22]3[CH:27]=[CH:26][C:25]([Cl:28])=[C:24]([Cl:29])[CH:23]=3)([CH:15]2[C:19]([OH:21])=[O:20])[C:13]1=[O:30]. The catalyst class is: 15.